Dataset: Reaction yield outcomes from USPTO patents with 853,638 reactions. Task: Predict the reaction yield, written as a fraction of the theoretical maximum amount of product (1.0 means a 100% yield; for example, 0.34 means a 34% yield). (1) The reactants are [Br:1][C:2]1[CH:27]=[CH:26][C:5]([CH2:6][NH:7][C:8]2[CH:13]=[C:12]([O:14][CH2:15][C:16]3[CH:21]=[CH:20][C:19]([CH3:22])=[CH:18][N:17]=3)[CH:11]=[CH:10][C:9]=2[N+:23]([O-])=O)=[CH:4][CH:3]=1. The catalyst is [Pt].[I-].[Zn+2].[I-].C(OCC)(=O)C. The product is [Br:1][C:2]1[CH:27]=[CH:26][C:5]([CH2:6][NH:7][C:8]2[C:9]([NH2:23])=[CH:10][CH:11]=[C:12]([O:14][CH2:15][C:16]3[CH:21]=[CH:20][C:19]([CH3:22])=[CH:18][N:17]=3)[CH:13]=2)=[CH:4][CH:3]=1. The yield is 0.830. (2) The reactants are [C:1]1([C@H:7]([NH:9][C@@:10]2([C:20]([OH:22])=[O:21])[CH2:15][C@H:14]([OH:16])[CH:13]3[CH:11]2[C@H:12]3[C:17]([OH:19])=[O:18])[CH3:8])[CH:6]=[CH:5][CH:4]=[CH:3][CH:2]=1.[C:23](Cl)(=O)[CH3:24].[CH2:27](O)[CH3:28]. No catalyst specified. The product is [C:1]1([C@H:7]([NH:9][C@@:10]2([C:20]([O:22][CH2:23][CH3:24])=[O:21])[CH2:15][C@H:14]([OH:16])[CH:13]3[CH:11]2[C@H:12]3[C:17]([O:19][CH2:27][CH3:28])=[O:18])[CH3:8])[CH:6]=[CH:5][CH:4]=[CH:3][CH:2]=1. The yield is 0.990.